This data is from Forward reaction prediction with 1.9M reactions from USPTO patents (1976-2016). The task is: Predict the product of the given reaction. Given the reactants [CH2:1]([O:3][C:4](=[O:14])[CH2:5][C:6]1[CH:7]=[N:8][C:9]([Cl:13])=[C:10](Br)[CH:11]=1)[CH3:2].[CH2:15]([N:17]([CH2:23][C:24]1[CH:29]=[C:28]([C:30]([F:33])([F:32])[F:31])[CH:27]=[CH:26][C:25]=1B1OC(C)(C)C(C)(C)O1)[C:18]([CH:20]1[CH2:22][CH2:21]1)=[O:19])[CH3:16].C(=O)([O-])[O-].[K+].[K+].CCOC(C)=O, predict the reaction product. The product is: [CH2:1]([O:3][C:4](=[O:14])[CH2:5][C:6]1[CH:7]=[N:8][C:9]([Cl:13])=[C:10]([C:25]2[CH:26]=[CH:27][C:28]([C:30]([F:33])([F:32])[F:31])=[CH:29][C:24]=2[CH2:23][N:17]([C:18]([CH:20]2[CH2:22][CH2:21]2)=[O:19])[CH2:15][CH3:16])[CH:11]=1)[CH3:2].